This data is from Forward reaction prediction with 1.9M reactions from USPTO patents (1976-2016). The task is: Predict the product of the given reaction. (1) Given the reactants [OH:1][C:2]1[C:3]([O:20][CH3:21])=[C:4]([C:10]2[CH:18]=[CH:17][CH:16]=[C:15]3[C:11]=2[CH2:12][CH2:13][C:14]3=[O:19])[CH:5]=[CH:6][C:7]=1[O:8][CH3:9].C(=O)([O-])[O-].[K+].[K+].Br[CH2:29][C:30]1([CH3:34])[CH2:33][O:32][CH2:31]1, predict the reaction product. The product is: [CH3:21][O:20][C:3]1[C:2]([O:1][CH2:29][C:30]2([CH3:34])[CH2:33][O:32][CH2:31]2)=[C:7]([O:8][CH3:9])[CH:6]=[CH:5][C:4]=1[C:10]1[CH:18]=[CH:17][CH:16]=[C:15]2[C:11]=1[CH2:12][CH2:13][C:14]2=[O:19]. (2) Given the reactants [OH-].[K+].[CH2:3]([C:5]1([CH2:9][OH:10])[CH2:8][O:7][CH2:6]1)[CH3:4].[CH2:11](Br)[CH:12]=[CH2:13], predict the reaction product. The product is: [CH2:13]([O:10][CH2:9][C:5]1([CH2:3][CH3:4])[CH2:8][O:7][CH2:6]1)[CH:12]=[CH2:11]. (3) Given the reactants N[CH2:2][CH2:3][OH:4].C(O[BH-](O[C:15](=[O:17])[CH3:16])OC(=O)C)(=O)C.[Na+].II.[NH:21]1[CH:25]=[CH:24][N:23]=[CH:22]1.[C:26]1(P(C2C=CC=CC=2)C2C=CC=CC=2)[CH:31]=CC=[CH:28][CH:27]=1.Cl.[Cl:46][C:47]1[CH:52]=[CH:51]C(C(C2CCNCC2)=O)=[CH:49][CH:48]=1.C(N(C(C)C)CC)(C)C.[Br:70][C:71]1[CH:72]=[CH:73][C:74]([O:82][CH3:83])=[C:75](/[CH:77]=C/C(O)=O)[CH:76]=1.F[B-](F)(F)F.N1(OC(N(C)C)=[N+](C)C)C2C=CC=CC=2N=N1, predict the reaction product. The product is: [Br:70][C:71]1[CH:72]=[CH:73][C:74]([O:82][CH3:83])=[C:75](/[CH:77]=[CH:2]/[C:3]([NH:21][CH2:25][CH2:24][N:23]2[CH2:28][CH2:27][CH:26]([C:15](=[O:17])[C:16]3[CH:51]=[CH:52][C:47]([Cl:46])=[CH:48][CH:49]=3)[CH2:31][CH2:22]2)=[O:4])[CH:76]=1. (4) Given the reactants [CH3:1][S:2](Cl)(=[O:4])=[O:3].[CH2:6]([NH:13][CH2:14][CH2:15][OH:16])[C:7]1[CH:12]=[CH:11][CH:10]=[CH:9][CH:8]=1.C(N(CC)CC)C, predict the reaction product. The product is: [CH2:6]([N:13]([S:2]([CH3:1])(=[O:4])=[O:3])[CH2:14][CH2:15][O:16][S:2]([CH3:1])(=[O:4])=[O:3])[C:7]1[CH:12]=[CH:11][CH:10]=[CH:9][CH:8]=1. (5) Given the reactants [CH3:1][O:2][C:3](=[O:18])[CH2:4][C:5]1[C:13]2[C:8](=[CH:9][CH:10]=[CH:11][CH:12]=2)[N:7]([C:14]([O:16][CH3:17])=[O:15])[CH:6]=1.CN(C)P(=O)(N(C)C)N(C)C.C([N-]C(C)C)(C)C.[Li+].C1CCCCC1.[C:44]([O:48][C:49]([NH:51][CH2:52][CH2:53][O:54][CH2:55][CH2:56]I)=[O:50])([CH3:47])([CH3:46])[CH3:45], predict the reaction product. The product is: [CH3:1][O:2][C:3](=[O:18])[CH:4]([CH2:56][CH2:55][O:54][CH2:53][CH2:52][NH:51][C:49]([O:48][C:44]([CH3:45])([CH3:47])[CH3:46])=[O:50])[C:5]1[C:13]2[C:8](=[CH:9][CH:10]=[CH:11][CH:12]=2)[N:7]([C:14]([O:16][CH3:17])=[O:15])[CH:6]=1. (6) Given the reactants Cl.[CH:2]1([NH:8][OH:9])[CH2:7][CH2:6][CH2:5][CH2:4][CH2:3]1.[N:10]1([S:20]([C:23]2[CH:30]=[CH:29][CH:28]=[CH:27][C:24]=2[CH:25]=O)(=[O:22])=[O:21])[C:19]2[C:14](=[CH:15][CH:16]=[CH:17][CH:18]=2)[CH2:13][CH2:12][CH2:11]1, predict the reaction product. The product is: [CH:2]1([N+:8]([O-:9])=[CH:25][C:24]2[CH:27]=[CH:28][CH:29]=[CH:30][C:23]=2[S:20]([N:10]2[C:19]3[C:14](=[CH:15][CH:16]=[CH:17][CH:18]=3)[CH2:13][CH2:12][CH2:11]2)(=[O:22])=[O:21])[CH2:7][CH2:6][CH2:5][CH2:4][CH2:3]1.